Dataset: Catalyst prediction with 721,799 reactions and 888 catalyst types from USPTO. Task: Predict which catalyst facilitates the given reaction. (1) Reactant: C([O:3][C:4]([C:6]1[N:7]([CH3:29])[CH:8]=[C:9]([NH:11][C:12]([C:14]2[N:15]([CH3:28])[CH:16]=[C:17]([NH:19][C:20]([C:22]3[N:23]([CH3:27])[CH:24]=[CH:25][N:26]=3)=[O:21])[CH:18]=2)=[O:13])[N:10]=1)=[O:5])C.[OH-].[Na+:31].Cl.C(O)(C)C. Product: [CH3:29][N:7]1[CH:8]=[C:9]([NH:11][C:12]([C:14]2[N:15]([CH3:28])[CH:16]=[C:17]([NH:19][C:20]([C:22]3[N:23]([CH3:27])[CH:24]=[CH:25][N:26]=3)=[O:21])[CH:18]=2)=[O:13])[N:10]=[C:6]1[C:4]([O-:5])=[O:3].[Na+:31]. The catalyst class is: 5. (2) Reactant: Cl.[N:2]1([C:8]2[C:16]3[C:11](=[CH:12][CH:13]=[CH:14][CH:15]=3)[NH:10][N:9]=2)[CH2:7][CH2:6][NH:5][CH2:4][CH2:3]1.Cl[CH2:18][CH2:19][C:20]1[CH:21]=[C:22]2[C:27](=[CH:28][CH:29]=1)[NH:26][C:25](=[O:30])[CH2:24][C:23]2([CH3:32])[CH3:31].CO. Product: [NH:10]1[C:11]2[C:16](=[CH:15][CH:14]=[CH:13][CH:12]=2)[C:8]([N:2]2[CH2:7][CH2:6][N:5]([CH2:18][CH2:19][C:20]3[CH:21]=[C:22]4[C:27](=[CH:28][CH:29]=3)[NH:26][C:25](=[O:30])[CH2:24][C:23]4([CH3:31])[CH3:32])[CH2:4][CH2:3]2)=[N:9]1. The catalyst class is: 25.